Dataset: Catalyst prediction with 721,799 reactions and 888 catalyst types from USPTO. Task: Predict which catalyst facilitates the given reaction. The catalyst class is: 4. Product: [Br:14][CH2:15][CH2:16][CH2:17][NH:18][S:9]([C:6]1[CH:7]=[CH:8][C:3]([C:1]#[N:2])=[CH:4][CH:5]=1)(=[O:11])=[O:10]. Reactant: [C:1]([C:3]1[CH:8]=[CH:7][C:6]([S:9](Cl)(=[O:11])=[O:10])=[CH:5][CH:4]=1)#[N:2].Br.[Br:14][CH2:15][CH2:16][CH2:17][NH2:18].C(N(CC)CC)C.